This data is from Full USPTO retrosynthesis dataset with 1.9M reactions from patents (1976-2016). The task is: Predict the reactants needed to synthesize the given product. (1) The reactants are: [Br:1][C:2]1[CH:3]=[C:4]([CH2:9][CH2:10][C:11]([C:13]2[S:14][C:15]([C:18]3[CH:23]=[CH:22][C:21]([C:24]([F:27])([F:26])[F:25])=[CH:20][CH:19]=3)=[CH:16][CH:17]=2)=[O:12])[CH:5]=[CH:6][C:7]=1[OH:8].Br[C:29]([CH3:38])([CH3:37])[C:30]([O:32][C:33]([CH3:36])([CH3:35])[CH3:34])=[O:31]. Given the product [Br:1][C:2]1[CH:3]=[C:4]([CH2:9][CH2:10][C:11](=[O:12])[C:13]2[S:14][C:15]([C:18]3[CH:23]=[CH:22][C:21]([C:24]([F:27])([F:25])[F:26])=[CH:20][CH:19]=3)=[CH:16][CH:17]=2)[CH:5]=[CH:6][C:7]=1[O:8][C:29]([CH3:38])([CH3:37])[C:30]([O:32][C:33]([CH3:36])([CH3:35])[CH3:34])=[O:31], predict the reactants needed to synthesize it. (2) Given the product [NH2:58][C@H:57]([C:15]([OH:18])=[O:16])[CH2:56][CH2:55][CH2:54][CH2:53][NH2:84], predict the reactants needed to synthesize it. The reactants are: C1N(CCCS(O)(=O)=O)CCOC1.N.[C:15]([O-:18])([O-])=[O:16].[Ca+2].C[C@]1(O)[C@@H]2C(=C(O)[C@]3(O)C(=O)C(C(N)=O)=C(O)[C@@H](N(C)C)[C@@H]3C2)C(=O)C2C(O)=CC=CC1=2.C1[C@H:57]([NH2:58])[C@@H:56](O[C@H]2O[C@H](CN)[C@@H](O)[C@H](O)[C@H]2O)[C@H:55](O)[C@@H:54](O[C@H]2O[C@H](CO)[C@@H](O)[C@H](N)[C@H]2O)[C@@H:53]1[NH2:84].